Dataset: Antibody developability classification from SAbDab with 2,409 antibodies. Task: Regression/Classification. Given an antibody's heavy chain and light chain sequences, predict its developability. TAP uses regression for 5 developability metrics; SAbDab uses binary classification. (1) Result: 1 (developable). The antibody is ['EVQLVQSGAEVKKPGAPVKVSCETSGYRFSDYNVHWVRQAPGQGPEWIGRISPNSGGTKYAQKFQGRVTMTRDMSMNTAYMELSGLRSDDTAVYYCVRGHCDGTTCSRAYWGQGTLVTVSS', 'DVVMTQSPLSLPVTPGEPASISCRSSQSLLHRSGHKYLHWYLQRPGQSPQVLIYLGSNRASGVPDRFSGSGSGTDFTLKISRVEAEDVGLYYCMQTLQTPWTFGQGTKVEIK']. (2) The antibody is ['2atk', 'PROT_7E7F8549']. Result: 0 (not developable).